From a dataset of Catalyst prediction with 721,799 reactions and 888 catalyst types from USPTO. Predict which catalyst facilitates the given reaction. Reactant: [Cl:1][C:2]1[C:3]([NH2:26])=[C:4]2[NH:10][C:9]([C:11]3[CH:16]=[CH:15][C:14]([O:17][CH2:18][CH2:19][N:20]4[CH2:25][CH2:24][O:23][CH2:22][CH2:21]4)=[CH:13][CH:12]=3)=[N:8][C:5]2=[N:6][CH:7]=1.CO[CH:29]1[CH2:33][CH2:32][CH:31](OC)O1. Product: [Cl:1][C:2]1[C:3]([N:26]2[CH:29]=[CH:33][CH:32]=[CH:31]2)=[C:4]2[NH:10][C:9]([C:11]3[CH:16]=[CH:15][C:14]([O:17][CH2:18][CH2:19][N:20]4[CH2:21][CH2:22][O:23][CH2:24][CH2:25]4)=[CH:13][CH:12]=3)=[N:8][C:5]2=[N:6][CH:7]=1. The catalyst class is: 15.